Dataset: Peptide-MHC class I binding affinity with 185,985 pairs from IEDB/IMGT. Task: Regression. Given a peptide amino acid sequence and an MHC pseudo amino acid sequence, predict their binding affinity value. This is MHC class I binding data. (1) The peptide sequence is DFVGKTVWF. The MHC is HLA-A23:01 with pseudo-sequence HLA-A23:01. The binding affinity (normalized) is 0.321. (2) The MHC is HLA-B40:01 with pseudo-sequence HLA-B40:01. The peptide sequence is GEPKTVKVL. The binding affinity (normalized) is 0.0902.